Predict the product of the given reaction. From a dataset of Forward reaction prediction with 1.9M reactions from USPTO patents (1976-2016). Given the reactants [CH3:1][O:2][CH2:3][CH2:4][O:5][CH2:6][CH2:7][O:8][C:9]1[CH:10]=[C:11]([CH:14]=[CH:15][CH:16]=1)[CH:12]=[O:13].[CH3:17]OS([O-])(=O)=O.C[S+](C)C.[OH-].[Na+], predict the reaction product. The product is: [CH3:1][O:2][CH2:3][CH2:4][O:5][CH2:6][CH2:7][O:8][C:9]1[CH:10]=[C:11]([CH:12]2[CH2:17][O:13]2)[CH:14]=[CH:15][CH:16]=1.